From a dataset of Forward reaction prediction with 1.9M reactions from USPTO patents (1976-2016). Predict the product of the given reaction. (1) Given the reactants [OH-].[Na+].[CH3:3][C:4]([CH3:18])([CH2:9][O:10][CH2:11][C:12]1[CH:17]=[CH:16][CH:15]=[CH:14][CH:13]=1)[C:5]([O:7]C)=[O:6], predict the reaction product. The product is: [CH3:3][C:4]([CH3:18])([CH2:9][O:10][CH2:11][C:12]1[CH:13]=[CH:14][CH:15]=[CH:16][CH:17]=1)[C:5]([OH:7])=[O:6]. (2) Given the reactants [F:1][C:2]([F:31])([F:30])[C:3]1[CH:4]=[C:5]([NH:9][C:10]([C:12]2[CH:13]=[C:14]3[C:19](=[CH:20][CH:21]=2)[C:18]([O:22]C)=[N:17][N:16]=[C:15]3[C:24]2[CH:29]=[CH:28][CH:27]=[CH:26][CH:25]=2)=[O:11])[CH:6]=[CH:7][CH:8]=1.Br, predict the reaction product. The product is: [F:31][C:2]([F:1])([F:30])[C:3]1[CH:4]=[C:5]([NH:9][C:10]([C:12]2[CH:13]=[C:14]3[C:19](=[CH:20][CH:21]=2)[C:18]([OH:22])=[N:17][N:16]=[C:15]3[C:24]2[CH:25]=[CH:26][CH:27]=[CH:28][CH:29]=2)=[O:11])[CH:6]=[CH:7][CH:8]=1. (3) Given the reactants [CH2:1]([O:3][C:4](=[O:12])[C:5]1[CH:10]=[CH:9][C:8]([NH2:11])=[CH:7][CH:6]=1)[CH3:2].[F:13][C:14]([F:24])([F:23])[C:15]1[CH:16]=[C:17]([CH:20]=[CH:21][CH:22]=1)[CH:18]=O.O.[O-]S(C(F)(F)F)(=O)=O.[Yb+3].[O-]S(C(F)(F)F)(=O)=O.[O-]S(C(F)(F)F)(=O)=O.[CH2:51]=[C:52]([CH3:54])[CH3:53], predict the reaction product. The product is: [CH2:1]([O:3][C:4]([C:5]1[CH:10]=[C:9]2[C:8](=[CH:7][CH:6]=1)[NH:11][CH:18]([C:17]1[CH:20]=[CH:21][CH:22]=[C:15]([C:14]([F:24])([F:23])[F:13])[CH:16]=1)[CH2:51][C:52]2([CH3:54])[CH3:53])=[O:12])[CH3:2].